Dataset: Full USPTO retrosynthesis dataset with 1.9M reactions from patents (1976-2016). Task: Predict the reactants needed to synthesize the given product. Given the product [CH2:35]([O:34][C:32]([C:30]1[CH:31]=[N:27][N:28]([C:13]([NH:6][C:5]2[CH:7]=[CH:8][C:9]([O:10][CH3:11])=[C:3]([O:2][CH3:1])[CH:4]=2)=[N:12][C:15]([O:17][CH2:18][CH3:19])=[O:16])[CH:29]=1)=[O:33])[CH3:36], predict the reactants needed to synthesize it. The reactants are: [CH3:1][O:2][C:3]1[CH:4]=[C:5]([CH:7]=[CH:8][C:9]=1[O:10][CH3:11])[NH2:6].[N:12]([C:15]([O:17][CH2:18][CH3:19])=[O:16])=[C:13]=S.C(N(CC)CC)C.[NH:27]1[CH:31]=[C:30]([C:32]([O:34][CH2:35][CH3:36])=[O:33])[CH:29]=[N:28]1.CCN=C=NCCCN(C)C.Cl.